This data is from Catalyst prediction with 721,799 reactions and 888 catalyst types from USPTO. The task is: Predict which catalyst facilitates the given reaction. The catalyst class is: 1. Product: [CH:28]([S:25]([C:20]1[CH:21]=[CH:22][CH:23]=[CH:24][C:19]=1[NH:18][C:16]1[N:15]=[CH:14][N:13]=[C:12]([NH:11][C:10]2[C:4]3[O:3][C@H:2]([CH3:1])[CH2:6][C:5]=3[C:7]([CH:32]3[CH2:33][CH2:34][N:35]([CH2:39][C:40]([O:42][CH2:43][CH3:44])=[O:41])[CH2:36][CH2:37]3)=[C:8]([CH3:31])[CH:9]=2)[N:17]=1)(=[O:27])=[O:26])([CH3:29])[CH3:30]. Reactant: [CH3:1][C@@H:2]1[CH2:6][C:5]2[C:7]([CH:32]3[CH2:37][CH2:36][NH:35][CH2:34][CH2:33]3)=[C:8]([CH3:31])[CH:9]=[C:10]([NH:11][C:12]3[N:17]=[C:16]([NH:18][C:19]4[CH:24]=[CH:23][CH:22]=[CH:21][C:20]=4[S:25]([CH:28]([CH3:30])[CH3:29])(=[O:27])=[O:26])[N:15]=[CH:14][N:13]=3)[C:4]=2[O:3]1.O=[CH:39][C:40]([O:42][CH2:43][CH3:44])=[O:41].[BH-](OC(C)=O)(OC(C)=O)OC(C)=O.[Na+].